Dataset: Catalyst prediction with 721,799 reactions and 888 catalyst types from USPTO. Task: Predict which catalyst facilitates the given reaction. (1) Reactant: [N:1]1([S:7]([C:10]2[CH:17]=[CH:16][C:13]([C:14]#[N:15])=[CH:12][CH:11]=2)(=[O:9])=[O:8])[CH2:6][CH2:5][NH:4][CH2:3][CH2:2]1.CCN(C(C)C)C(C)C.FC(F)(F)S(O[CH2:33][C:34]([F:37])([F:36])[F:35])(=O)=O. Product: [F:35][C:34]([F:37])([F:36])[CH2:33][N:4]1[CH2:3][CH2:2][N:1]([S:7]([C:10]2[CH:11]=[CH:12][C:13]([C:14]#[N:15])=[CH:16][CH:17]=2)(=[O:9])=[O:8])[CH2:6][CH2:5]1. The catalyst class is: 3. (2) Reactant: [Cl:1][C:2]1[CH:29]=[C:28]([Cl:30])[CH:27]=[CH:26][C:3]=1[CH2:4][O:5][C@@H:6]1[C@@H:12]([CH2:13][O:14][CH2:15][C:16]2[CH:21]=[CH:20][C:19]([Cl:22])=[CH:18][C:17]=2[Cl:23])[O:11][C@H:8](OC)[C@:7]1([CH3:25])[OH:24].Br.[Na].[Cl:33][C:34]1[N:39]=[CH:38][NH:37][C:36]2=[N:40][CH:41]=[CH:42][C:35]=12.C(#N)C. Product: [Cl:33][C:34]1[C:35]2[CH:42]=[CH:41][N:40]([C@@H:8]3[O:11][C@H:12]([CH2:13][O:14][CH2:15][C:16]4[CH:21]=[CH:20][C:19]([Cl:22])=[CH:18][C:17]=4[Cl:23])[C@@H:6]([O:5][CH2:4][C:3]4[CH:26]=[CH:27][C:28]([Cl:30])=[CH:29][C:2]=4[Cl:1])[C@@:7]3([CH3:25])[OH:24])[C:36]=2[N:37]=[CH:38][N:39]=1. The catalyst class is: 4. (3) Product: [CH3:1][N:2]([CH3:11])[C:3]1[CH:10]=[CH:9][C:6]([CH2:7][NH:19][C:18]2[CH:20]=[CH:21][C:15]([CH:12]([CH3:14])[CH3:13])=[CH:16][CH:17]=2)=[CH:5][CH:4]=1. The catalyst class is: 11. Reactant: [CH3:1][N:2]([CH3:11])[C:3]1[CH:10]=[CH:9][C:6]([CH:7]=O)=[CH:5][CH:4]=1.[CH:12]([C:15]1[CH:21]=[CH:20][C:18]([NH2:19])=[CH:17][CH:16]=1)([CH3:14])[CH3:13]. (4) Product: [C:1]([O:5][C:6]([N:8]1[C:16]2[C:11](=[CH:12][C:13]([OH:17])=[CH:14][CH:15]=2)[CH:10]=[C:9]1[C:25]1[C:26](=[O:55])[N:27]([CH2:47][O:48][CH2:49][CH2:50][Si:51]([CH3:53])([CH3:52])[CH3:54])[CH:28]=[C:29]([NH:31][C:32]([C:34]2[CH:35]=[N:36][N:37]([CH2:39][C:40]3[CH:45]=[CH:44][C:43]([CH3:46])=[CH:42][CH:41]=3)[CH:38]=2)=[O:33])[CH:30]=1)=[O:7])([CH3:3])([CH3:2])[CH3:4]. Reactant: [C:1]([O:5][C:6]([N:8]1[C:16]2[C:11](=[CH:12][C:13]([O:17][Si](C(C)(C)C)(C)C)=[CH:14][CH:15]=2)[CH:10]=[C:9]1[C:25]1[C:26](=[O:55])[N:27]([CH2:47][O:48][CH2:49][CH2:50][Si:51]([CH3:54])([CH3:53])[CH3:52])[CH:28]=[C:29]([NH:31][C:32]([C:34]2[CH:35]=[N:36][N:37]([CH2:39][C:40]3[CH:45]=[CH:44][C:43]([CH3:46])=[CH:42][CH:41]=3)[CH:38]=2)=[O:33])[CH:30]=1)=[O:7])([CH3:4])([CH3:3])[CH3:2].[F-].C([N+](CCCC)(CCCC)CCCC)CCC. The catalyst class is: 54.